Dataset: Full USPTO retrosynthesis dataset with 1.9M reactions from patents (1976-2016). Task: Predict the reactants needed to synthesize the given product. (1) The reactants are: [O:1]1[CH:5]=[CH:4][C:3]([CH2:6]O)=[CH:2]1.C1(P([N:22]=[N+:23]=[N-:24])(C2C=CC=CC=2)=O)C=CC=CC=1.CCCCCCC=CCCC. Given the product [N:22]([CH2:6][C:3]1[CH:4]=[CH:5][O:1][CH:2]=1)=[N+:23]=[N-:24], predict the reactants needed to synthesize it. (2) Given the product [CH3:1][C:2]1([CH3:18])[CH2:3][CH2:4][N:5]([S:8]([C:11]2[CH:12]=[CH:13][C:14]([NH:15][C:27]([C:25]3[O:26][C:22]([N+:19]([O-:21])=[O:20])=[CH:23][CH:24]=3)=[O:28])=[CH:16][CH:17]=2)(=[O:9])=[O:10])[CH2:6][CH2:7]1, predict the reactants needed to synthesize it. The reactants are: [CH3:1][C:2]1([CH3:18])[CH2:7][CH2:6][N:5]([S:8]([C:11]2[CH:17]=[CH:16][C:14]([NH2:15])=[CH:13][CH:12]=2)(=[O:10])=[O:9])[CH2:4][CH2:3]1.[N+:19]([C:22]1[O:26][C:25]([C:27](Cl)=[O:28])=[CH:24][CH:23]=1)([O-:21])=[O:20].C(#N)C. (3) Given the product [OH:22][C:6]1[C:5]2[CH:4]=[C:3]3[N:23]=[CH:27][S:1][C:2]3=[CH:11][C:10]=2[N:9]=[CH:8][C:7]=1[C:20]#[N:21], predict the reactants needed to synthesize it. The reactants are: [SH:1][C:2]1[CH:11]=[C:10]2[C:5]([C:6](=[O:22])[C:7]([C:20]#[N:21])=[CH:8][N:9]2COCC[Si](C)(C)C)=[CH:4][C:3]=1[N+:23]([O-])=O.O1CCC[CH2:27]1. (4) Given the product [CH3:15][C:16]1[CH:17]=[CH:18][C:19]([OH:24])=[C:20]([C:21]2[NH:1][N:2]=[C:3]([C:5]3[C:10]([C:11]([F:12])([F:13])[F:14])=[CH:9][CH:8]=[CH:7][N:6]=3)[N:4]=2)[CH:23]=1, predict the reactants needed to synthesize it. The reactants are: [NH2:1][NH:2][C:3]([C:5]1[C:10]([C:11]([F:14])([F:13])[F:12])=[CH:9][CH:8]=[CH:7][N:6]=1)=[NH:4].[CH3:15][C:16]1[CH:17]=[CH:18][C:19]([OH:24])=[C:20]([CH:23]=1)[CH:21]=O. (5) Given the product [O:21]=[C:13]1[N:12]2[CH2:22][CH:8]([C:5]3[CH:6]=[CH:7][C:2]([NH:1][C:30]([NH:29][C:23]4[CH:28]=[CH:27][CH:26]=[CH:25][CH:24]=4)=[O:31])=[CH:3][CH:4]=3)[CH2:9][N:10]=[C:11]2[C:20]2[CH:19]=[CH:18][CH:17]=[CH:16][C:15]=2[NH:14]1, predict the reactants needed to synthesize it. The reactants are: [NH2:1][C:2]1[CH:7]=[CH:6][C:5]([CH:8]2[CH2:22][N:12]3[C:13](=[O:21])[NH:14][C:15]4[CH:16]=[CH:17][CH:18]=[CH:19][C:20]=4[C:11]3=[N:10][CH2:9]2)=[CH:4][CH:3]=1.[C:23]1([N:29]=[C:30]=[O:31])[CH:28]=[CH:27][CH:26]=[CH:25][CH:24]=1. (6) Given the product [CH3:1][O:2][C:3](=[O:54])[C@@H:4]([NH:19][C:20]([C@@H:22]1[CH2:35][C:34]2[CH:33]=[C:32]3[C:27]([O:28][C@@H:29]([C:38]4[CH:39]=[CH:40][C:41]([O:44][CH2:59][C:58]5[CH:61]=[CH:62][C:63]([Cl:64])=[C:56]([Cl:55])[CH:57]=5)=[CH:42][CH:43]=4)[C:30](=[O:37])[N:31]3[CH3:36])=[CH:26][C:25]=2[CH2:24][N:23]1[C@H:45]([C:48]1[CH:49]=[CH:50][CH:51]=[CH:52][CH:53]=1)[CH2:46][CH3:47])=[O:21])[CH2:5][C:6]1[CH:11]=[CH:10][C:9]([C:12]2[CH:13]=[CH:14][C:15]([F:18])=[CH:16][CH:17]=2)=[CH:8][CH:7]=1, predict the reactants needed to synthesize it. The reactants are: [CH3:1][O:2][C:3](=[O:54])[C@@H:4]([NH:19][C:20]([C@@H:22]1[CH2:35][C:34]2[CH:33]=[C:32]3[C:27]([O:28][C@@H:29]([C:38]4[CH:43]=[CH:42][C:41]([OH:44])=[CH:40][CH:39]=4)[C:30](=[O:37])[N:31]3[CH3:36])=[CH:26][C:25]=2[CH2:24][N:23]1[C@H:45]([C:48]1[CH:53]=[CH:52][CH:51]=[CH:50][CH:49]=1)[CH2:46][CH3:47])=[O:21])[CH2:5][C:6]1[CH:11]=[CH:10][C:9]([C:12]2[CH:17]=[CH:16][C:15]([F:18])=[CH:14][CH:13]=2)=[CH:8][CH:7]=1.[Cl:55][C:56]1[CH:57]=[C:58]([CH:61]=[CH:62][C:63]=1[Cl:64])[CH2:59]Br.C(=O)([O-])[O-].[K+].[K+].C(=O)([O-])[O-].[Na+].[Na+]. (7) Given the product [S:33]1[C:29]([C:9]2[CH:10]=[CH:11][C:12]3[O:18][CH2:17][CH2:16][N:15]([C:19]([O:21][C:22]([CH3:23])([CH3:24])[CH3:25])=[O:20])[CH2:14][C:13]=3[CH:26]=2)=[CH:30][N:31]=[CH:32]1, predict the reactants needed to synthesize it. The reactants are: CC1(C)C(C)(C)OB([C:9]2[CH:10]=[CH:11][C:12]3[O:18][CH2:17][CH2:16][N:15]([C:19]([O:21][C:22]([CH3:25])([CH3:24])[CH3:23])=[O:20])[CH2:14][C:13]=3[CH:26]=2)O1.Br[C:29]1[S:33][CH:32]=[N:31][CH:30]=1.C(=O)([O-])[O-].[K+].[K+]. (8) Given the product [F:1][C:2]1[CH:9]=[CH:8][C:5]([C:6](=[NH:7])[NH:16][C:15]2[CH:17]=[CH:18][C:12]([S:11][CH3:10])=[CH:13][CH:14]=2)=[CH:4][CH:3]=1, predict the reactants needed to synthesize it. The reactants are: [F:1][C:2]1[CH:9]=[CH:8][C:5]([C:6]#[N:7])=[CH:4][CH:3]=1.[CH3:10][S:11][C:12]1[CH:18]=[CH:17][C:15]([NH2:16])=[CH:14][CH:13]=1.